Task: Predict the reactants needed to synthesize the given product.. Dataset: Full USPTO retrosynthesis dataset with 1.9M reactions from patents (1976-2016) (1) Given the product [Cl:32][C:33]1[CH:34]=[C:35]([CH:49]=[CH:50][C:51]=1[Cl:52])[CH2:36][N:37]([CH3:48])[C:38]([C:40]1[CH2:41][N:23]([CH2:24][CH2:25][N:26]2[CH2:31][CH2:30][CH2:29][CH2:28][CH2:27]2)[C:43](=[O:46])[C:44]=1[OH:45])=[O:39], predict the reactants needed to synthesize it. The reactants are: COC(=O)C(O)=CC(=O)N(CC1C=CC(Cl)=C(Cl)C=1)C.C=O.[NH2:23][CH2:24][CH2:25][N:26]1[CH2:31][CH2:30][CH2:29][CH2:28][CH2:27]1.[Cl:32][C:33]1[CH:34]=[C:35]([CH:49]=[CH:50][C:51]=1[Cl:52])[CH2:36][N:37]([CH3:48])[C:38]([C:40]1[CH2:41]N(C)[C:43](=[O:46])[C:44]=1[OH:45])=[O:39]. (2) The reactants are: FC(F)(F)S(O[C:7]1[CH:12]=[CH:11][C:10]([Cl:13])=[CH:9][N:8]=1)(=O)=O.[CH3:16][Sn:17](Cl)([CH3:19])[CH3:18]. Given the product [Cl:13][C:10]1[CH:11]=[CH:12][C:7]([Sn:17]([CH3:19])([CH3:18])[CH3:16])=[N:8][CH:9]=1, predict the reactants needed to synthesize it. (3) Given the product [CH3:18][O:17][C:6]1[CH:7]=[C:8]2[C:13](=[CH:14][C:5]=1[C:4](=[O:19])[C:3]([OH:20])=[O:2])[N:12]([CH3:15])[C:11](=[O:16])[CH2:10][CH2:9]2, predict the reactants needed to synthesize it. The reactants are: C[O:2][C:3](=[O:20])[CH:4]([OH:19])[C:5]1[CH:14]=[C:13]2[C:8]([CH2:9][CH2:10][C:11](=[O:16])[N:12]2[CH3:15])=[CH:7][C:6]=1[O:17][CH3:18].[Cr](O)(O)(=O)=O.